This data is from Forward reaction prediction with 1.9M reactions from USPTO patents (1976-2016). The task is: Predict the product of the given reaction. (1) Given the reactants [C:1]([C:3]1[CH:4]=[C:5]([C:13]2[O:17][N:16]=[C:15]([C:18]3[CH:19]=[C:20]4[C:24](=[C:25]([F:27])[CH:26]=3)[NH:23][C:22]([CH2:28][CH2:29][C:30]([O:32]CC)=[O:31])=[CH:21]4)[N:14]=2)[CH:6]=[CH:7][C:8]=1[O:9][CH:10]([CH3:12])[CH3:11])#[N:2].[OH-].[Na+].Cl, predict the reaction product. The product is: [C:1]([C:3]1[CH:4]=[C:5]([C:13]2[O:17][N:16]=[C:15]([C:18]3[CH:19]=[C:20]4[C:24](=[C:25]([F:27])[CH:26]=3)[NH:23][C:22]([CH2:28][CH2:29][C:30]([OH:32])=[O:31])=[CH:21]4)[N:14]=2)[CH:6]=[CH:7][C:8]=1[O:9][CH:10]([CH3:12])[CH3:11])#[N:2]. (2) The product is: [CH3:33][O:34][CH2:35][CH:36]([NH:38][C:20]([C:10]1[CH:9]=[C:8]([C:5]2[CH:6]=[CH:7][C:2]([CH3:1])=[CH:3][CH:4]=2)[CH:13]=[C:12]([N:14]2[C:18]([CH3:19])=[N:17][N:16]=[N:15]2)[CH:11]=1)=[O:22])[CH3:37]. Given the reactants [CH3:1][C:2]1[CH:7]=[CH:6][C:5]([C:8]2[CH:13]=[C:12]([N:14]3[C:18]([CH3:19])=[N:17][N:16]=[N:15]3)[CH:11]=[C:10]([C:20]([OH:22])=O)[CH:9]=2)=[CH:4][CH:3]=1.C1C=CC2N(O)N=NC=2C=1.[CH3:33][O:34][CH2:35][CH:36]([NH2:38])[CH3:37].CN1C(=O)CCC1.CCN=C=NCCCN(C)C, predict the reaction product.